Dataset: Forward reaction prediction with 1.9M reactions from USPTO patents (1976-2016). Task: Predict the product of the given reaction. (1) Given the reactants C(N(CC)CC)C.[C:8]1([C:14]2[C:18]([C:19]3[CH:24]=[CH:23][CH:22]=[CH:21][CH:20]=3)=[CH:17][O:16][C:15]=2[C:25]([OH:27])=O)[CH:13]=[CH:12][CH:11]=[CH:10][CH:9]=1.[C:28]([O:32][C:33]([NH:35][C:36]1[CH:37]=[C:38]([CH:43]=[CH:44][C:45]=1[O:46][CH3:47])[C:39]([NH:41][NH2:42])=[O:40])=[O:34])([CH3:31])([CH3:30])[CH3:29].CN([P+](ON1N=NC2C=CC=CC1=2)(N(C)C)N(C)C)C.F[P-](F)(F)(F)(F)F, predict the reaction product. The product is: [C:28]([O:32][C:33]([NH:35][C:36]1[CH:37]=[C:38]([CH:43]=[CH:44][C:45]=1[O:46][CH3:47])[C:39]([NH:41][NH:42][C:25]([C:15]1[O:16][CH:17]=[C:18]([C:19]2[CH:24]=[CH:23][CH:22]=[CH:21][CH:20]=2)[C:14]=1[C:8]1[CH:13]=[CH:12][CH:11]=[CH:10][CH:9]=1)=[O:27])=[O:40])=[O:34])([CH3:31])([CH3:30])[CH3:29]. (2) Given the reactants [OH-].[Na+].Cl[O-].[Na+].[NH2:6][C:7]1[C:16]([CH3:17])=[CH:15][C:14](Br)=[CH:13][C:8]=1[C:9]([NH:11][CH3:12])=[O:10].C1(C)C=C(C)C=C(C)C=1.[C-]#N.[Na+].[CH2:31]([N:35]1C=CN=C1)CCC, predict the reaction product. The product is: [NH2:6][C:7]1[C:16]([CH3:17])=[CH:15][C:14]([C:31]#[N:35])=[CH:13][C:8]=1[C:9]([NH:11][CH3:12])=[O:10]. (3) Given the reactants [Cl:1][C:2]1[CH:47]=[CH:46][C:5]([CH2:6][C@@H:7]([NH:28]C(=O)OCC2C3C=CC=CC=3C3C2=CC=CC=3)[C:8]([N:10]2[CH2:15][CH2:14][C:13]([CH:22]3[CH2:27][CH2:26][CH2:25][CH2:24][CH2:23]3)([CH2:16][N:17]3[CH:21]=[N:20][CH:19]=[N:18]3)[CH2:12][CH2:11]2)=[O:9])=[CH:4][CH:3]=1.N1CCCCC1, predict the reaction product. The product is: [Cl:1][C:2]1[CH:47]=[CH:46][C:5]([CH2:6][C@@H:7]([NH2:28])[C:8]([N:10]2[CH2:15][CH2:14][C:13]([CH:22]3[CH2:27][CH2:26][CH2:25][CH2:24][CH2:23]3)([CH2:16][N:17]3[CH:21]=[N:20][CH:19]=[N:18]3)[CH2:12][CH2:11]2)=[O:9])=[CH:4][CH:3]=1. (4) Given the reactants [CH3:1][C:2]1[O:6][N:5]=[C:4]([C:7]2[CH:12]=[CH:11][CH:10]=[CH:9][CH:8]=2)[C:3]=1[CH2:13][O:14][C:15]1[CH:23]=[CH:22][C:18]([C:19]([OH:21])=O)=[CH:17][N:16]=1.Cl.[CH3:25][C:26]1([NH2:29])[CH2:28][CH2:27]1, predict the reaction product. The product is: [CH3:25][C:26]1([NH:29][C:19](=[O:21])[C:18]2[CH:22]=[CH:23][C:15]([O:14][CH2:13][C:3]3[C:4]([C:7]4[CH:8]=[CH:9][CH:10]=[CH:11][CH:12]=4)=[N:5][O:6][C:2]=3[CH3:1])=[N:16][CH:17]=2)[CH2:28][CH2:27]1. (5) Given the reactants [OH:1][C:2]1[CH:7]=[C:6]([CH2:8][NH:9]/[CH:10]=[C:11]2\[C:12](=[O:23])[NH:13][C:14](=[O:22])[C:15]3[C:20]\2=[CH:19][C:18]([I:21])=[CH:17][CH:16]=3)[CH:5]=[CH:4][C:3]=1[NH:24][C:25](=[O:32])[C:26]1[CH:31]=CC=C[CH:27]=1.NC1C=CC(CN/C=C2\C(=O)NC(=O)C3C\2=CC(I)=CC=3)=CC=1O[Si](C(C)C)(C(C)C)C(C)C.C(Cl)(=O)CC, predict the reaction product. The product is: [OH:1][C:2]1[CH:7]=[C:6]([CH2:8][NH:9]/[CH:10]=[C:11]2\[C:12](=[O:23])[NH:13][C:14](=[O:22])[C:15]3[C:20]\2=[CH:19][C:18]([I:21])=[CH:17][CH:16]=3)[CH:5]=[CH:4][C:3]=1[NH:24][C:25](=[O:32])[CH:26]([CH3:27])[CH3:31]. (6) Given the reactants [CH3:1][O:2][C:3]1[CH:9]=[C:8]([N:10]2[CH2:15][CH2:14][CH:13]([N:16]3[CH2:21][CH2:20][N:19]([CH3:22])[CH2:18][CH2:17]3)[CH2:12][CH2:11]2)[CH:7]=[CH:6][C:4]=1[NH2:5].C(O)C.CS(O)(=O)=O.Cl[C:32]1[N:37]=[CH:36][N:35]=[C:34]([NH:38][C:39]2[CH:44]=[CH:43][CH:42]=[CH:41][C:40]=2[S:45]([CH:48]([CH3:50])[CH3:49])(=[O:47])=[O:46])[N:33]=1, predict the reaction product. The product is: [CH3:1][O:2][C:3]1[CH:9]=[C:8]([N:10]2[CH2:15][CH2:14][CH:13]([N:16]3[CH2:17][CH2:18][N:19]([CH3:22])[CH2:20][CH2:21]3)[CH2:12][CH2:11]2)[CH:7]=[CH:6][C:4]=1[NH:5][C:36]1[N:35]=[C:34]([NH:38][C:39]2[CH:44]=[CH:43][CH:42]=[CH:41][C:40]=2[S:45]([CH:48]([CH3:50])[CH3:49])(=[O:46])=[O:47])[N:33]=[CH:32][N:37]=1. (7) Given the reactants [NH:1]1[C:9]2[C:4](=[CH:5][C:6]([OH:10])=[CH:7][CH:8]=2)[CH:3]=[CH:2]1.[OH-].[K+].[CH3:13][N:14]1[CH2:19][CH2:18][C:17](=O)[CH2:16][CH2:15]1, predict the reaction product. The product is: [CH3:13][N:14]1[CH2:15][CH:16]=[C:17]([C:3]2[C:4]3[C:9](=[CH:8][CH:7]=[C:6]([OH:10])[CH:5]=3)[NH:1][CH:2]=2)[CH2:18][CH2:19]1.